From a dataset of Full USPTO retrosynthesis dataset with 1.9M reactions from patents (1976-2016). Predict the reactants needed to synthesize the given product. (1) Given the product [C:1]([O:5][C:6]([N:8]1[CH2:14][CH2:13][CH2:12][N:11]([C:15]2[N:16]([CH2:34][CH2:33][O:32][CH3:31])[C:17]3[CH:23]=[CH:22][CH:21]=[CH:20][C:18]=3[N:19]=2)[CH2:10][CH2:9]1)=[O:7])([CH3:4])([CH3:2])[CH3:3], predict the reactants needed to synthesize it. The reactants are: [C:1]([O:5][C:6]([N:8]1[CH2:14][CH2:13][CH2:12][N:11]([C:15]2[NH:19][C:18]3[CH:20]=[CH:21][CH:22]=[CH:23][C:17]=3[N:16]=2)[CH2:10][CH2:9]1)=[O:7])([CH3:4])([CH3:3])[CH3:2].CN(C)C=O.[H-].[Na+].[CH3:31][O:32][CH2:33][CH2:34]Cl. (2) Given the product [F:63][C:59]1[C:60]([F:62])=[CH:61][C:56]([C:53]2[CH:54]=[CH:55][C:50]([O:49][CH2:48][C:43]3[CH:44]=[CH:45][CH:46]=[C:47]4[C:42]=3[CH:41]=[CH:40][N:39]4[CH2:38][CH2:37][C:36]([OH:66])=[O:35])=[CH:51][CH:52]=2)=[C:57]([O:64][CH3:65])[CH:58]=1, predict the reactants needed to synthesize it. The reactants are: FC1C(F)=CC(C2C=CC(OCC3C=C4C(C=CN4CCC(O)=O)=CC=3)=CC=2)=C(OC)C=1.C([O:35][C:36](=[O:66])[CH2:37][CH2:38][N:39]1[C:47]2[C:42](=[C:43]([CH2:48][O:49][C:50]3[CH:55]=[CH:54][C:53]([C:56]4[CH:61]=[C:60]([F:62])[C:59]([F:63])=[CH:58][C:57]=4[O:64][CH3:65])=[CH:52][CH:51]=3)[CH:44]=[CH:45][CH:46]=2)[CH:41]=[CH:40]1)C. (3) Given the product [ClH:19].[CH2:15]1[C:11]2([CH2:17][CH2:18][NH:8][CH2:9][CH2:10]2)[CH:12]([OH:16])[CH2:13][O:14]1, predict the reactants needed to synthesize it. The reactants are: CC(OC([N:8]1[CH2:18][CH2:17][C:11]2([CH2:15][O:14][CH2:13][CH:12]2[OH:16])[CH2:10][CH2:9]1)=O)(C)C.[ClH:19]. (4) Given the product [CH3:18][C:15]1([CH3:19])[O:16][C@H:17]([CH2:1][O:2][C:3]2[CH:10]=[CH:9][C:6]([CH:7]=[O:8])=[CH:5][CH:4]=2)[CH2:13][O:14]1, predict the reactants needed to synthesize it. The reactants are: [CH3:1][O:2][C:3]1[CH:10]=[CH:9][C:6]([CH:7]=[O:8])=[CH:5][CH:4]=1.ClC[C@@H:13]1[CH2:17][O:16][C:15]([CH3:19])([CH3:18])[O:14]1.C(=O)([O-])[O-].[K+].[K+].O. (5) Given the product [O:37]1[C:41]2[CH:42]=[CH:43][CH:44]=[CH:45][C:40]=2[CH:39]=[C:38]1[C:2]1[CH:3]=[CH:4][C:5]([C:6]([NH:8][S:9]([C:12]2[CH:17]=[CH:16][C:15]([CH2:18][O:19][Si:20]([C:23]([CH3:24])([CH3:25])[CH3:26])([CH3:22])[CH3:21])=[CH:14][C:13]=2[S:27](=[O:33])(=[O:34])[NH:28][C:29]([CH3:30])([CH3:32])[CH3:31])(=[O:11])=[O:10])=[O:7])=[CH:35][CH:36]=1, predict the reactants needed to synthesize it. The reactants are: Br[C:2]1[CH:36]=[CH:35][C:5]([C:6]([NH:8][S:9]([C:12]2[CH:17]=[CH:16][C:15]([CH2:18][O:19][Si:20]([C:23]([CH3:26])([CH3:25])[CH3:24])([CH3:22])[CH3:21])=[CH:14][C:13]=2[S:27](=[O:34])(=[O:33])[NH:28][C:29]([CH3:32])([CH3:31])[CH3:30])(=[O:11])=[O:10])=[O:7])=[CH:4][CH:3]=1.[O:37]1[C:41]2[CH:42]=[CH:43][CH:44]=[CH:45][C:40]=2[CH:39]=[C:38]1B(O)O.C(=O)([O-])[O-].[K+].[K+]. (6) Given the product [ClH:17].[CH2:1]([C:3]1[O:4][C:5]2[C:15]([N:16]=1)=[CH:14][C:8]1[CH2:9][CH2:10][N:11]([CH2:18][CH2:19][CH2:20][S:21][C:22]3[N:26]([CH3:27])[C:25]([C:28]4[CH:33]=[CH:32][C:31]([C:34]([F:37])([F:35])[F:36])=[CH:30][CH:29]=4)=[N:24][N:23]=3)[CH2:12][CH2:13][C:7]=1[CH:6]=2)[CH3:2], predict the reactants needed to synthesize it. The reactants are: [CH2:1]([C:3]1[O:4][C:5]2[C:15]([N:16]=1)=[CH:14][C:8]1[CH2:9][CH2:10][NH:11][CH2:12][CH2:13][C:7]=1[CH:6]=2)[CH3:2].[Cl:17][CH2:18][CH2:19][CH2:20][S:21][C:22]1[N:26]([CH3:27])[C:25]([C:28]2[CH:33]=[CH:32][C:31]([C:34]([F:37])([F:36])[F:35])=[CH:30][CH:29]=2)=[N:24][N:23]=1.